From a dataset of Reaction yield outcomes from USPTO patents with 853,638 reactions. Predict the reaction yield, written as a fraction of the theoretical maximum amount of product (1.0 means a 100% yield; for example, 0.34 means a 34% yield). (1) The reactants are C[O:2][C:3](=O)[CH2:4][CH2:5][C:6]1[C:7](=[O:12])[N:8]([CH3:11])[CH2:9][CH:10]=1.[NH2:14][O:15][K].C(O)(=O)C. The catalyst is CO.CO.C(Cl)(Cl)Cl. The product is [OH:15][NH:14][C:3](=[O:2])[CH2:4][CH2:5][C:6]1[C:7](=[O:12])[N:8]([CH3:11])[CH2:9][CH:10]=1. The yield is 0.590. (2) The reactants are [Cl:1][C:2]1[S:6][N:5]=[C:4]([NH2:7])[N:3]=1.[CH:8]([CH:10]=O)=O.[Cl-].[NH4+:13].[CH2:14]=O.P(=O)(O)(O)O. The catalyst is C(O)C. The product is [Cl:1][C:2]1[S:6][N:5]=[C:4]([N:7]2[CH:10]=[CH:8][N:13]=[CH:14]2)[N:3]=1. The yield is 0.200.